Task: Predict the reactants needed to synthesize the given product.. Dataset: Full USPTO retrosynthesis dataset with 1.9M reactions from patents (1976-2016) (1) Given the product [CH2:33]([O:40][NH:41][C:23](=[O:24])[CH2:22][O:21][C:20]1[CH:26]=[CH:27][C:17]([C:12]([C:9]2[CH:10]=[CH:11][C:6]([O:5][CH2:4][C:3](=[O:30])[C:2]([CH3:1])([CH3:31])[CH3:32])=[C:7]([CH3:29])[CH:8]=2)([CH2:13][CH3:14])[CH2:15][CH3:16])=[CH:18][C:19]=1[CH3:28])[C:34]1[CH:39]=[CH:38][CH:37]=[CH:36][CH:35]=1, predict the reactants needed to synthesize it. The reactants are: [CH3:1][C:2]([CH3:32])([CH3:31])[C:3](=[O:30])[CH2:4][O:5][C:6]1[CH:11]=[CH:10][C:9]([C:12]([C:17]2[CH:27]=[CH:26][C:20]([O:21][CH2:22][C:23](O)=[O:24])=[C:19]([CH3:28])[CH:18]=2)([CH2:15][CH3:16])[CH2:13][CH3:14])=[CH:8][C:7]=1[CH3:29].[CH2:33]([O:40][NH2:41])[C:34]1[CH:39]=[CH:38][CH:37]=[CH:36][CH:35]=1.CCN(C(C)C)C(C)C.CN(C(ON1N=NC2C=CC=CC1=2)=[N+](C)C)C.F[P-](F)(F)(F)(F)F. (2) Given the product [C:30]([O:29][C:27]([N:34]1[CH2:37][CH:36]([NH:38][CH2:1][C:3]2[CH:4]=[CH:5][C:6]([CH2:7][N:8]3[C:16]([O:17][CH3:18])=[N:15][C:14]4[C:9]3=[N:10][C:11]([O:20][CH2:21][CH2:22][O:23][CH3:24])=[N:12][C:13]=4[NH2:19])=[CH:25][CH:26]=2)[CH2:35]1)=[O:28])([CH3:33])([CH3:31])[CH3:32], predict the reactants needed to synthesize it. The reactants are: [CH:1]([C:3]1[CH:26]=[CH:25][C:6]([CH2:7][N:8]2[C:16]([O:17][CH3:18])=[N:15][C:14]3[C:9]2=[N:10][C:11]([O:20][CH2:21][CH2:22][O:23][CH3:24])=[N:12][C:13]=3[NH2:19])=[CH:5][CH:4]=1)=O.[C:27]([N:34]1[CH2:37][CH:36]([NH2:38])[CH2:35]1)([O:29][C:30]([CH3:33])([CH3:32])[CH3:31])=[O:28].C(O)(=O)C.C(O[BH-](OC(=O)C)OC(=O)C)(=O)C.[Na+].O.C(=O)(O)[O-].[Na+]. (3) Given the product [C:29]([C:26]1[N:25]=[CH:24][C:23]([C:21]([N:19]2[CH2:18][CH2:17][C:15]3[N:16]=[C:11]([NH:10][CH:2]4[CH2:1][C:9]5[C:4](=[CH:5][CH:6]=[CH:7][CH:8]=5)[CH2:3]4)[N:12]=[CH:13][C:14]=3[CH2:20]2)=[O:22])=[CH:28][CH:27]=1)#[CH:30], predict the reactants needed to synthesize it. The reactants are: [CH2:1]1[C:9]2[C:4](=[CH:5][CH:6]=[CH:7][CH:8]=2)[CH2:3][CH:2]1[NH:10][C:11]1[N:12]=[CH:13][C:14]2[CH2:20][N:19]([C:21]([C:23]3[CH:24]=[N:25][C:26]([C:29]#[C:30][Si](C)(C)C)=[CH:27][CH:28]=3)=[O:22])[CH2:18][CH2:17][C:15]=2[N:16]=1.